Dataset: Peptide-MHC class I binding affinity with 185,985 pairs from IEDB/IMGT. Task: Regression. Given a peptide amino acid sequence and an MHC pseudo amino acid sequence, predict their binding affinity value. This is MHC class I binding data. (1) The peptide sequence is IISTLNKIL. The MHC is HLA-A02:01 with pseudo-sequence HLA-A02:01. The binding affinity (normalized) is 0.213. (2) The peptide sequence is LRCNDTNY. The binding affinity (normalized) is 0.430. The MHC is Mamu-B03 with pseudo-sequence Mamu-B03. (3) The MHC is HLA-A24:03 with pseudo-sequence HLA-A24:03. The peptide sequence is QAFEAGIDF. The binding affinity (normalized) is 0.0847. (4) The peptide sequence is WTFTPTTPL. The MHC is HLA-A32:07 with pseudo-sequence HLA-A32:07. The binding affinity (normalized) is 0.386. (5) The peptide sequence is RPRHQGVMV. The MHC is HLA-A69:01 with pseudo-sequence HLA-A69:01. The binding affinity (normalized) is 0.0847. (6) The peptide sequence is YEQVVMDYL. The MHC is HLA-B45:01 with pseudo-sequence HLA-B45:01. The binding affinity (normalized) is 0.239. (7) The peptide sequence is NFWLNTLLF. The MHC is HLA-B58:01 with pseudo-sequence HLA-B58:01. The binding affinity (normalized) is 0.0847.